This data is from Full USPTO retrosynthesis dataset with 1.9M reactions from patents (1976-2016). The task is: Predict the reactants needed to synthesize the given product. (1) Given the product [OH:1][C:2]1[C:3]([C:11]2([CH2:34][OH:35])[C:15]3=[N:16][CH:17]=[CH:18][CH:19]=[C:14]3[N:13]([CH2:20][CH2:21][CH2:22][CH2:23][CH3:24])[C:12]2=[O:25])=[CH:4][C:5]2[O:9][CH2:8][O:7][C:6]=2[CH:10]=1, predict the reactants needed to synthesize it. The reactants are: [OH:1][C:2]1[C:3]([CH:11]2[C:15]3=[N:16][CH:17]=[CH:18][CH:19]=[C:14]3[N:13]([CH2:20][CH2:21][CH2:22][CH2:23][CH3:24])[C:12]2=[O:25])=[CH:4][C:5]2[O:9][CH2:8][O:7][C:6]=2[CH:10]=1.C([N-]C(C)C)(C)C.[Li+].[CH2:34]=[O:35]. (2) Given the product [ClH:39].[ClH:39].[B:21]([CH2:20][CH2:19][CH2:18][CH2:17][C:9]([NH:8][CH3:6])([CH2:30][CH2:31][CH2:32][N:33]1[CH2:34][CH2:35][CH2:36][CH2:37]1)[C:10]([OH:12])=[O:11])([OH:22])[OH:25], predict the reactants needed to synthesize it. The reactants are: C(O[C:6]([N:8](C)[C:9]([CH2:30][CH2:31][CH2:32][N:33]1[CH2:37][CH2:36][CH2:35][CH2:34]1)([CH2:17][CH2:18][CH2:19][CH2:20][B:21]1[O:25]C(C)(C)C(C)(C)[O:22]1)[C:10]([O:12]C(C)(C)C)=[O:11])=O)(C)(C)C.[ClH:39].